From a dataset of Reaction yield outcomes from USPTO patents with 853,638 reactions. Predict the reaction yield, written as a fraction of the theoretical maximum amount of product (1.0 means a 100% yield; for example, 0.34 means a 34% yield). (1) The reactants are C([NH:5][S:6]([C:9]1[CH:10]=[C:11]([C:15]2[CH:20]=[CH:19][CH:18]=[C:17]([C:21]3[N:26]=[C:25]([C:27]4[CH:32]=[CH:31][C:30]([C:33]([F:36])([F:35])[F:34])=[C:29]([CH3:37])[CH:28]=4)[CH:24]=[C:23]([C:38]([F:41])([F:40])[F:39])[N:22]=3)[CH:16]=2)[CH:12]=[CH:13][CH:14]=1)(=[O:8])=[O:7])(C)(C)C.C(O)(C(F)(F)F)=O. The catalyst is ClCCl. The product is [CH3:37][C:29]1[CH:28]=[C:27]([C:25]2[CH:24]=[C:23]([C:38]([F:39])([F:40])[F:41])[N:22]=[C:21]([C:17]3[CH:16]=[C:15]([C:11]4[CH:12]=[CH:13][CH:14]=[C:9]([S:6]([NH2:5])(=[O:8])=[O:7])[CH:10]=4)[CH:20]=[CH:19][CH:18]=3)[N:26]=2)[CH:32]=[CH:31][C:30]=1[C:33]([F:35])([F:34])[F:36]. The yield is 0.540. (2) The reactants are [F:1][C:2]([F:15])([F:14])[C:3]1[CH:8]=[CH:7][C:6]([CH2:9][S:10](Cl)(=[O:12])=[O:11])=[CH:5][CH:4]=1.[CH2:16]([NH2:18])[CH3:17]. The catalyst is C1COCC1. The product is [CH2:16]([NH:18][S:10]([CH2:9][C:6]1[CH:7]=[CH:8][C:3]([C:2]([F:15])([F:14])[F:1])=[CH:4][CH:5]=1)(=[O:12])=[O:11])[CH3:17]. The yield is 0.790. (3) The reactants are CC(OI1(OC(C)=O)(OC(C)=O)OC(=O)C2C=CC=CC1=2)=O.[CH3:23][S:24]([N:27]1[CH2:32][CH2:31][C:30]2[N:33]([CH2:46][CH2:47][CH2:48][OH:49])[N:34]=[C:35]([C:36]3[CH:41]=[CH:40][C:39]([C:42]([F:45])([F:44])[F:43])=[CH:38][CH:37]=3)[C:29]=2[CH2:28]1)(=[O:26])=[O:25].[O-]S([O-])(=S)=O.[Na+].[Na+]. The catalyst is C(Cl)Cl.CCOCC.C([O-])(O)=O.[Na+]. The product is [CH3:23][S:24]([N:27]1[CH2:32][CH2:31][C:30]2[N:33]([CH2:46][CH2:47][CH:48]=[O:49])[N:34]=[C:35]([C:36]3[CH:37]=[CH:38][C:39]([C:42]([F:43])([F:44])[F:45])=[CH:40][CH:41]=3)[C:29]=2[CH2:28]1)(=[O:26])=[O:25]. The yield is 0.850. (4) The reactants are [CH2:1]([O:3][C:4]1[CH:9]=[C:8]([O:10]CC2C=CC(OC)=CC=2)[N:7]=[CH:6][C:5]=1[C:20]1[CH:25]=[CH:24][C:23]([CH2:26][C:27]([NH:29][C:30]2[CH:31]=[N:32][C:33]([C:40]([CH3:44])([CH3:43])[CH2:41][OH:42])=[C:34]([C:36]([F:39])([F:38])[F:37])[CH:35]=2)=[O:28])=[C:22]([F:45])[CH:21]=1)[CH3:2].C(Cl)Cl. The yield is 0.540. The product is [CH2:1]([O:3][C:4]1[C:5]([C:20]2[CH:25]=[CH:24][C:23]([CH2:26][C:27]([NH:29][C:30]3[CH:31]=[N:32][C:33]([C:40]([CH3:44])([CH3:43])[CH2:41][OH:42])=[C:34]([C:36]([F:39])([F:37])[F:38])[CH:35]=3)=[O:28])=[C:22]([F:45])[CH:21]=2)=[CH:6][NH:7][C:8](=[O:10])[CH:9]=1)[CH3:2]. The catalyst is C(O)(C(F)(F)F)=O. (5) The reactants are [Cl:1][C:2]1[CH:7]=[CH:6][C:5]([C:8]2[CH:13]=[CH:12][N:11]=[CH:10][C:9]=2[CH2:14][OH:15])=[C:4](F)[CH:3]=1.[H-].[Na+]. The catalyst is C1COCC1. The product is [Cl:1][C:2]1[CH:7]=[CH:6][C:5]2[C:8]3[C:9](=[CH:10][N:11]=[CH:12][CH:13]=3)[CH2:14][O:15][C:4]=2[CH:3]=1. The yield is 0.610. (6) The reactants are [NH2:1][C:2]1[CH:7]=[CH:6][C:5]([Cl:8])=[CH:4][N:3]=1.C[Si]([N-][Si](C)(C)C)(C)C.[K+].C1(C)C=CC=CC=1.[Cl:26][C:27]1[CH:38]=[C:31]2[C:32](OC(=O)[NH:36][C:30]2=[CH:29][CH:28]=1)=[O:33]. The catalyst is O1CCCC1. The product is [NH2:36][C:30]1[CH:29]=[CH:28][C:27]([Cl:26])=[CH:38][C:31]=1[C:32]([NH:1][C:2]1[CH:7]=[CH:6][C:5]([Cl:8])=[CH:4][N:3]=1)=[O:33]. The yield is 1.00.